Dataset: Full USPTO retrosynthesis dataset with 1.9M reactions from patents (1976-2016). Task: Predict the reactants needed to synthesize the given product. (1) Given the product [OH:13][B:12]1[C:8]2[CH:7]=[C:6]([O:5][CH2:4][CH:3]=[O:2])[CH:15]=[CH:14][C:9]=2[CH2:10][O:11]1, predict the reactants needed to synthesize it. The reactants are: C[O:2][CH:3](OC)[CH2:4][O:5][C:6]1[CH:15]=[CH:14][C:9]2[CH2:10][O:11][B:12]([OH:13])[C:8]=2[CH:7]=1.Cl. (2) Given the product [CH2:1]([O:8][C:9]1[CH:14]=[C:13]([N:15]([CH2:20][CH2:21][CH2:22][CH3:23])[CH2:16][CH2:17][CH2:18][CH3:19])[CH:12]=[CH:11][C:10]=1[CH:24]=[CH:25][C:26]1[S:30][C:29]([CH:31]=[CH:40][C:39]2[C:38]([C:45]3[CH:50]=[CH:49][CH:48]=[CH:47][CH:46]=3)([C:41]([F:44])([F:42])[F:43])[O:37][C:36](=[C:51]([C:54]#[N:55])[C:52]#[N:53])[C:35]=2[C:33]#[N:34])=[CH:28][CH:27]=1)[C:2]1[CH:3]=[CH:4][CH:5]=[CH:6][CH:7]=1, predict the reactants needed to synthesize it. The reactants are: [CH2:1]([O:8][C:9]1[CH:14]=[C:13]([N:15]([CH2:20][CH2:21][CH2:22][CH3:23])[CH2:16][CH2:17][CH2:18][CH3:19])[CH:12]=[CH:11][C:10]=1[CH:24]=[CH:25][C:26]1[S:30][C:29]([CH:31]=O)=[CH:28][CH:27]=1)[C:2]1[CH:7]=[CH:6][CH:5]=[CH:4][CH:3]=1.[C:33]([C:35]1[C:36](=[C:51]([C:54]#[N:55])[C:52]#[N:53])[O:37][C:38]([C:45]2[CH:50]=[CH:49][CH:48]=[CH:47][CH:46]=2)([C:41]([F:44])([F:43])[F:42])[C:39]=1[CH3:40])#[N:34]. (3) Given the product [C:23]([CH2:22][C:6]1[CH:7]=[CH:8][C:9]2[N:13]=[C:12]([C:14]3[CH:19]=[CH:18][CH:17]=[CH:16][C:15]=3[O:20][CH3:21])[NH:11][C:10]=2[C:5]=1[C:3]([OH:4])=[O:2])([OH:25])=[O:24], predict the reactants needed to synthesize it. The reactants are: C[O:2][C:3]([C:5]1[C:10]2[NH:11][C:12]([C:14]3[CH:19]=[CH:18][CH:17]=[CH:16][C:15]=3[O:20][CH3:21])=[N:13][C:9]=2[CH:8]=[CH:7][C:6]=1[CH:22](C(OCC)=O)[C:23]([O:25]CC)=[O:24])=[O:4].[OH-].[Na+]. (4) Given the product [CH2:1]([O:3][C:4]([C@@:6]12[CH2:24][C@H:23]1[CH:22]=[CH:21][CH2:20][CH2:19][CH2:18][CH2:17][CH2:16][C@H:15]([NH:25][C:26]([O:28][CH:29]1[CH2:33][CH2:32][CH2:31][CH2:30]1)=[O:27])[C:14](=[O:34])[N:13]1[C@@H:9]([CH2:10][C@@H:11]([O:35][C:36]3[C:45]4[C:40](=[CH:41][C:42]([O:46][CH3:47])=[CH:43][CH:44]=4)[N:39]=[C:38]([C:48]4[N:59]=[C:57]([NH:56][CH:53]([CH3:55])[CH3:54])[S:58][CH:49]=4)[CH:37]=3)[CH2:12]1)[C:8](=[O:52])[NH:7]2)=[O:5])[CH3:2], predict the reactants needed to synthesize it. The reactants are: [CH2:1]([O:3][C:4]([C@@:6]12[CH2:24][C@H:23]1[CH:22]=[CH:21][CH2:20][CH2:19][CH2:18][CH2:17][CH2:16][C@H:15]([NH:25][C:26]([O:28][CH:29]1[CH2:33][CH2:32][CH2:31][CH2:30]1)=[O:27])[C:14](=[O:34])[N:13]1[C@@H:9]([CH2:10][C@@H:11]([O:35][C:36]3[C:45]4[C:40](=[CH:41][C:42]([O:46][CH3:47])=[CH:43][CH:44]=4)[N:39]=[C:38]([C:48](=O)[CH2:49]Br)[CH:37]=3)[CH2:12]1)[C:8](=[O:52])[NH:7]2)=[O:5])[CH3:2].[CH:53]([NH:56][C:57]([NH2:59])=[S:58])([CH3:55])[CH3:54]. (5) Given the product [F:18][C:19]1[C:24]([F:25])=[CH:23][CH:22]=[CH:21][C:20]=1[C:26]1[CH:31]=[CH:30][N:29]=[C:28]([N:32]2[CH2:37][CH2:36][N:35]([C:8]([NH:7][C:3]3[N:2]=[N:1][CH:6]=[CH:5][CH:4]=3)=[O:15])[CH2:34][CH2:33]2)[N:27]=1, predict the reactants needed to synthesize it. The reactants are: [N:1]1[CH:6]=[CH:5][CH:4]=[C:3]([NH:7][C:8](=[O:15])OCC(Cl)(Cl)Cl)[N:2]=1.Cl.Cl.[F:18][C:19]1[C:24]([F:25])=[CH:23][CH:22]=[CH:21][C:20]=1[C:26]1[CH:31]=[CH:30][N:29]=[C:28]([N:32]2[CH2:37][CH2:36][NH:35][CH2:34][CH2:33]2)[N:27]=1. (6) Given the product [NH2:1][C:2]1[N:3]([CH3:28])[C:4](=[O:27])[C@:5]2([N:26]=1)[C:14]1[C:9](=[CH:10][CH:11]=[C:12]([Br:15])[CH:13]=1)[CH2:8][C@@:7]([CH2:17][OH:18])([CH3:16])[CH2:6]2, predict the reactants needed to synthesize it. The reactants are: [NH2:1][C:2]1[N:3]([CH3:28])[C:4](=[O:27])[C@:5]2([N:26]=1)[C:14]1[C:9](=[CH:10][CH:11]=[C:12]([Br:15])[CH:13]=1)[CH2:8][C@:7]([CH2:17][O:18][Si](C(C)(C)C)(C)C)([CH3:16])[CH2:6]2.CCCC[N+](CCCC)(CCCC)CCCC.[F-].